This data is from Reaction yield outcomes from USPTO patents with 853,638 reactions. The task is: Predict the reaction yield, written as a fraction of the theoretical maximum amount of product (1.0 means a 100% yield; for example, 0.34 means a 34% yield). (1) The reactants are [CH3:1][C:2]1([CH3:18])[C:14]2[CH:13]=[C:12](B(O)O)[CH:11]=[CH:10][C:9]=2[C:8]2[C:3]1=[CH:4][CH:5]=[CH:6][CH:7]=2.Cl[C:20]1[C:29]2[C:24](=[CH:25][CH:26]=[CH:27][CH:28]=2)[CH:23]=[CH:22][N:21]=1.C1(C)C=CC=CC=1.C(=O)([O-])[O-].[Na+].[Na+]. The catalyst is C1C=CC([P]([Pd]([P](C2C=CC=CC=2)(C2C=CC=CC=2)C2C=CC=CC=2)([P](C2C=CC=CC=2)(C2C=CC=CC=2)C2C=CC=CC=2)[P](C2C=CC=CC=2)(C2C=CC=CC=2)C2C=CC=CC=2)(C2C=CC=CC=2)C2C=CC=CC=2)=CC=1.C(O)C. The product is [CH3:1][C:2]1([CH3:18])[C:14]2[CH:13]=[C:12]([C:20]3[C:29]4[C:24](=[CH:25][CH:26]=[CH:27][CH:28]=4)[CH:23]=[CH:22][N:21]=3)[CH:11]=[CH:10][C:9]=2[C:8]2[C:3]1=[CH:4][CH:5]=[CH:6][CH:7]=2. The yield is 0.542. (2) The reactants are [C:1]([NH:4][C:5]1[C:14]2[C:9](=[CH:10][CH:11]=[CH:12][CH:13]=2)[C:8]([S:15]([OH:18])(=O)=[O:16])=[CH:7][CH:6]=1)(=[O:3])[CH3:2].[Cl:19]S(O)(=O)=O. No catalyst specified. The product is [C:1]([NH:4][C:5]1[C:14]2[C:9](=[CH:10][CH:11]=[CH:12][CH:13]=2)[C:8]([S:15]([Cl:19])(=[O:18])=[O:16])=[CH:7][CH:6]=1)(=[O:3])[CH3:2]. The yield is 0.870. (3) The reactants are [C:1]([O:5][C:6]([N:8]1[CH2:13][CH2:12][CH2:11][CH:10]([C:14]2[CH:19]=[CH:18][C:17](Br)=[CH:16][CH:15]=2)[CH2:9]1)=[O:7])([CH3:4])([CH3:3])[CH3:2].C(P(C(C)(C)C)C1C=CC=CC=1C1C=CC=CC=1)(C)(C)C.CC(C)([O-])C.[Na+].[CH3:48][N:49]1[CH2:54][CH2:53][NH:52][CH2:51][CH2:50]1. The catalyst is C1(C)C=CC=CC=1.C([O-])(=O)C.[Pd+2].C([O-])(=O)C. The product is [C:1]([O:5][C:6]([N:8]1[CH2:13][CH2:12][CH2:11][CH:10]([C:14]2[CH:19]=[CH:18][C:17]([N:52]3[CH2:53][CH2:54][N:49]([CH3:48])[CH2:50][CH2:51]3)=[CH:16][CH:15]=2)[CH2:9]1)=[O:7])([CH3:4])([CH3:3])[CH3:2]. The yield is 0.630. (4) The reactants are Cl[C:2]1[N:7]=[C:6]([C:8]#[N:9])[C:5]([N+:10]([O-:12])=[O:11])=[CH:4][CH:3]=1.[F:13][C:14]1[CH:15]=[C:16]([CH:18]=[C:19]([F:21])[CH:20]=1)[NH2:17].C(OCC)(=O)C. The catalyst is C1(C)C=CC=CC=1. The product is [F:13][C:14]1[CH:15]=[C:16]([NH:17][C:2]2[N:7]=[C:6]([C:8]#[N:9])[C:5]([N+:10]([O-:12])=[O:11])=[CH:4][CH:3]=2)[CH:18]=[C:19]([F:21])[CH:20]=1. The yield is 0.330. (5) The reactants are [Cl:1][C:2]1[CH:3]=[CH:4][C:5](F)=[C:6]([CH:9]=1)[CH:7]=[O:8].C([Si](C)(C)[O:16][CH2:17][CH2:18][O:19][C:20]1[CH:25]=[CH:24][C:23]([OH:26])=[CH:22][CH:21]=1)(C)(C)C.C([O-])([O-])=O.[K+].[K+]. The catalyst is CN(C)C(=O)C. The product is [Cl:1][C:2]1[CH:3]=[CH:4][C:5]([O:26][C:23]2[CH:22]=[CH:21][C:20]([O:19][CH2:18][CH2:17][OH:16])=[CH:25][CH:24]=2)=[C:6]([CH:9]=1)[CH:7]=[O:8]. The yield is 0.750. (6) The reactants are [CH3:1][S:2][C:3](SC)=[CH:4][N+:5]([O-:7])=[O:6].[CH3:10][C:11]([C:13]1[CH:18]=[CH:17][CH:16]=[C:15]([NH2:19])[CH:14]=1)=[O:12]. No catalyst specified. The product is [CH3:1][S:2][C:3]([NH:19][C:15]1[CH:16]=[CH:17][CH:18]=[C:13]([C:11](=[O:12])[CH3:10])[CH:14]=1)=[CH:4][N+:5]([O-:7])=[O:6]. The yield is 0.650.